From a dataset of Reaction yield outcomes from USPTO patents with 853,638 reactions. Predict the reaction yield, written as a fraction of the theoretical maximum amount of product (1.0 means a 100% yield; for example, 0.34 means a 34% yield). The reactants are F[C:2]1[C:7]([I:8])=[CH:6][CH:5]=[CH:4][N:3]=1.C([O-])([O-])=O.[Cs+].[Cs+].[CH2:15]1[CH2:19][CH:18]([SH:20])[CH2:17][CH2:16]1.[Na+].[Cl-]. The catalyst is CN(C=O)C. The product is [CH:18]1([S:20][C:2]2[C:7]([I:8])=[CH:6][CH:5]=[CH:4][N:3]=2)[CH2:19][CH2:15][CH2:16][CH2:17]1. The yield is 0.650.